This data is from Reaction yield outcomes from USPTO patents with 853,638 reactions. The task is: Predict the reaction yield, written as a fraction of the theoretical maximum amount of product (1.0 means a 100% yield; for example, 0.34 means a 34% yield). The reactants are [Cl:1][C:2]1[CH:3]=[CH:4][C:5]([OH:10])=[C:6]([CH:9]=1)[C:7]#[N:8].[C:11]([O:30][CH2:31][C@@H:32]1[CH2:34][O:33]1)([C:24]1[CH:29]=[CH:28][CH:27]=[CH:26][CH:25]=1)([C:18]1[CH:23]=[CH:22][CH:21]=[CH:20][CH:19]=1)[C:12]1[CH:17]=[CH:16][CH:15]=[CH:14][CH:13]=1.CC(C)([O-])C.[K+].[OH-].[Na+]. The catalyst is C1(C)C=CC=CC=1.COCCOCCOC. The product is [Cl:1][C:2]1[CH:3]=[CH:4][C:5]([O:10][CH2:34][C@H:32]([OH:33])[CH2:31][O:30][C:11]([C:18]2[CH:23]=[CH:22][CH:21]=[CH:20][CH:19]=2)([C:12]2[CH:13]=[CH:14][CH:15]=[CH:16][CH:17]=2)[C:24]2[CH:29]=[CH:28][CH:27]=[CH:26][CH:25]=2)=[C:6]([CH:9]=1)[C:7]#[N:8]. The yield is 0.850.